Dataset: Forward reaction prediction with 1.9M reactions from USPTO patents (1976-2016). Task: Predict the product of the given reaction. (1) Given the reactants C(OC(=O)[NH:7][C:8]1[CH:13]=[CH:12][N:11]([CH2:14][CH2:15][CH:16]([F:38])[CH2:17][N:18]2[CH:22]=[C:21]([C:23](=[O:37])[NH:24][CH2:25][C:26]3[CH:31]=[CH:30][CH:29]=[C:28]([O:32][C:33]([F:36])([F:35])[F:34])[CH:27]=3)[N:20]=[N:19]2)[C:10](=[O:39])[C:9]=1[F:40])(C)(C)C.FC(F)(F)C(O)=O, predict the reaction product. The product is: [NH2:7][C:8]1[CH:13]=[CH:12][N:11]([CH2:14][CH2:15][CH:16]([F:38])[CH2:17][N:18]2[CH:22]=[C:21]([C:23]([NH:24][CH2:25][C:26]3[CH:31]=[CH:30][CH:29]=[C:28]([O:32][C:33]([F:34])([F:35])[F:36])[CH:27]=3)=[O:37])[N:20]=[N:19]2)[C:10](=[O:39])[C:9]=1[F:40]. (2) Given the reactants [OH:1][C:2]1[CH:7]=[CH:6][CH:5]=[CH:4][C:3]=1[C:8]1[NH:9][C:10]([CH3:18])=[C:11]2[C:16]=1[CH2:15][CH2:14][CH2:13][C:12]2=[O:17].Br[CH2:20][CH:21]1[CH2:25][CH2:24][CH2:23][CH2:22]1.C(=O)([O-])[O-].[K+].[K+], predict the reaction product. The product is: [CH:21]1([CH2:20][O:1][C:2]2[CH:7]=[CH:6][CH:5]=[CH:4][C:3]=2[C:8]2[NH:9][C:10]([CH3:18])=[C:11]3[C:16]=2[CH2:15][CH2:14][CH2:13][C:12]3=[O:17])[CH2:25][CH2:24][CH2:23][CH2:22]1. (3) Given the reactants [CH3:1][O:2][C:3](=[O:15])[C:4](=[O:14])[CH:5]([Cl:13])[C:6]1[CH:11]=[CH:10][C:9](F)=[CH:8][CH:7]=1.[F:16][C:17]([F:27])([F:26])C1C=C(C=CC=1)C=O.FC1C=CC(C=O)=CC=1, predict the reaction product. The product is: [CH3:1][O:2][C:3](=[O:15])[C:4](=[O:14])[CH:5]([Cl:13])[C:6]1[CH:11]=[CH:10][CH:9]=[C:8]([C:17]([F:27])([F:26])[F:16])[CH:7]=1. (4) Given the reactants Br[C:2]1[CH:3]=[CH:4][C:5]2[N:9]=[C:8]([CH2:10][OH:11])[N:7]([CH2:12][CH2:13][CH:14]([CH3:16])[CH3:15])[C:6]=2[CH:17]=1.[CH3:18][N:19](C=O)C, predict the reaction product. The product is: [OH:11][CH2:10][C:8]1[N:7]([CH2:12][CH2:13][CH:14]([CH3:16])[CH3:15])[C:6]2[CH:17]=[C:2]([C:18]#[N:19])[CH:3]=[CH:4][C:5]=2[N:9]=1. (5) Given the reactants [Cl:1][C:2]1[CH:7]=[C:6]([Cl:8])[CH:5]=[CH:4][C:3]=1[C@@:9]1([CH2:32][N:33]2[CH:37]=[CH:36][N:35]=[CH:34]2)[O:13][C@H:12]([CH2:14][O:15][C:16]2[CH:21]=[CH:20][C:19]([N:22]3[CH2:27][CH2:26][N:25]([S:28]([CH3:31])(=[O:30])=[O:29])[CH2:24][CH2:23]3)=[CH:18][CH:17]=2)[CH2:11][O:10]1.[CH2:38](S(Cl)(=O)=O)[CH2:39]C.CS(Cl)(=O)=O, predict the reaction product. The product is: [Cl:1][C:2]1[CH:7]=[C:6]([Cl:8])[CH:5]=[CH:4][C:3]=1[C@@:9]1([CH2:32][N:33]2[CH:37]=[CH:36][N:35]=[CH:34]2)[O:13][C@H:12]([CH2:14][O:15][C:16]2[CH:21]=[CH:20][C:19]([N:22]3[CH2:27][CH2:26][N:25]([S:28]([CH2:31][CH2:38][CH3:39])(=[O:30])=[O:29])[CH2:24][CH2:23]3)=[CH:18][CH:17]=2)[CH2:11][O:10]1.